From a dataset of Full USPTO retrosynthesis dataset with 1.9M reactions from patents (1976-2016). Predict the reactants needed to synthesize the given product. (1) The reactants are: Br[C:2]1[CH:3]=[C:4]2[C:9](=[C:10]([Cl:12])[CH:11]=1)[O:8][C:7]([CH3:14])([CH3:13])[CH2:6][CH2:5]2.[Li]CCCC.CN([CH:23]=[O:24])C. Given the product [Cl:12][C:10]1[CH:11]=[C:2]([CH:23]=[O:24])[CH:3]=[C:4]2[C:9]=1[O:8][C:7]([CH3:14])([CH3:13])[CH2:6][CH2:5]2, predict the reactants needed to synthesize it. (2) Given the product [CH:24]1([C:30]([NH:1][C:2]2[CH:7]=[CH:6][CH:5]=[CH:4][C:3]=2/[CH:8]=[CH:9]/[C:10]([O:12][CH3:13])=[O:11])=[O:31])[CH2:29][CH2:28][CH2:27][CH2:26][CH2:25]1, predict the reactants needed to synthesize it. The reactants are: [NH2:1][C:2]1[CH:7]=[CH:6][CH:5]=[CH:4][C:3]=1/[CH:8]=[CH:9]/[C:10]([O:12][CH3:13])=[O:11].ClCCl.C(N(CC)CC)C.[CH:24]1([C:30](Cl)=[O:31])[CH2:29][CH2:28][CH2:27][CH2:26][CH2:25]1. (3) Given the product [CH3:35][C:20]1[C:21]([N:25]2[CH2:33][C:32]3[C:27](=[CH:28][CH:29]=[CH:30][CH:31]=3)[C:26]2=[O:34])=[CH:22][CH:23]=[CH:24][C:19]=1[C:8]1[C:7]2[C:6]3[C:14](=[CH:15][C:3]([CH2:2][N:1]4[CH2:46][CH2:47][CH2:48][C:49]4=[O:50])=[CH:4][CH:5]=3)[NH:13][C:12]=2[C:11]([C:16]([NH2:18])=[O:17])=[CH:10][CH:9]=1, predict the reactants needed to synthesize it. The reactants are: [NH2:1][CH2:2][C:3]1[CH:15]=[C:14]2[C:6]([C:7]3[C:8]([C:19]4[CH:24]=[CH:23][CH:22]=[C:21]([N:25]5[CH2:33][C:32]6[C:27](=[CH:28][CH:29]=[CH:30][CH:31]=6)[C:26]5=[O:34])[C:20]=4[CH3:35])=[CH:9][CH:10]=[C:11]([C:16]([NH2:18])=[O:17])[C:12]=3[NH:13]2)=[CH:5][CH:4]=1.CCN(C(C)C)C(C)C.Br[CH2:46][CH2:47][CH2:48][C:49](Cl)=[O:50].[H-].[Na+]. (4) Given the product [CH2:1]1[CH:6]2[CH2:7][CH2:8][CH2:9][N:5]2[CH2:4][CH2:3][N:2]1[C:10]1[CH:11]=[CH:12][C:13]([C:14]([NH:20][C:21]2[NH:25][N:24]=[C:23]([CH2:33][CH2:34][C:35]3[CH:40]=[C:39]([O:41][CH3:42])[CH:38]=[C:37]([O:43][CH3:44])[CH:36]=3)[CH:22]=2)=[O:16])=[CH:18][CH:19]=1, predict the reactants needed to synthesize it. The reactants are: [CH2:1]1[CH:6]2[CH2:7][CH2:8][CH2:9][N:5]2[CH2:4][CH2:3][N:2]1[C:10]1[CH:19]=[CH:18][C:13]([C:14]([O:16]C)=O)=[CH:12][CH:11]=1.[NH2:20][C:21]1[N:25](C(OC(C)(C)C)=O)[N:24]=[C:23]([CH2:33][CH2:34][C:35]2[CH:40]=[C:39]([O:41][CH3:42])[CH:38]=[C:37]([O:43][CH3:44])[CH:36]=2)[CH:22]=1.C[Si]([N-][Si](C)(C)C)(C)C.[Na+]. (5) Given the product [ClH:1].[ClH:21].[Cl:1][C:2]1[CH:3]=[C:4]([N:8]2[CH2:12][CH2:11][CH:10]([NH2:13])[CH2:9]2)[CH:5]=[CH:6][CH:7]=1, predict the reactants needed to synthesize it. The reactants are: [Cl:1][C:2]1[CH:3]=[C:4]([N:8]2[CH2:12][CH2:11][CH:10]([NH:13]C(=O)OC(C)(C)C)[CH2:9]2)[CH:5]=[CH:6][CH:7]=1.[ClH:21].O1CCOCC1. (6) Given the product [F:20][B-:19]([F:23])([F:22])[F:21].[I:1][C:2]1[CH:7]=[CH:6][C:5]([O:8][C:9]([F:11])([F:12])[F:10])=[CH:4][C:3]=1[N+:13]#[N:14], predict the reactants needed to synthesize it. The reactants are: [I:1][C:2]1[CH:7]=[CH:6][C:5]([O:8][C:9]([F:12])([F:11])[F:10])=[CH:4][C:3]=1[NH2:13].[N:14]([O-])=O.[Na+].[H+].[B-:19]([F:23])([F:22])([F:21])[F:20].